This data is from Catalyst prediction with 721,799 reactions and 888 catalyst types from USPTO. The task is: Predict which catalyst facilitates the given reaction. (1) Reactant: [CH:1]([C:3]1[CH:8]=[C:7]([O:9][CH3:10])[CH:6]=[CH:5][C:4]=1B(O)O)=[O:2].Cl[C:15]1[S:19][N:18]=[C:17]([CH3:20])[N:16]=1.C([O-])(=O)C.[K+]. Product: [CH3:10][O:9][C:7]1[CH:6]=[CH:5][C:4]([C:15]2[S:19][N:18]=[C:17]([CH3:20])[N:16]=2)=[C:3]([CH:8]=1)[CH:1]=[O:2]. The catalyst class is: 38. (2) Reactant: [CH2:1]1[C:9]2[C:4](=[CH:5][CH:6]=[CH:7][CH:8]=2)[CH2:3][CH2:2]1.[C:10](OC(=O)C)(=[O:12])[CH3:11].[Al+3].[Cl-].[Cl-].[Cl-]. Product: [CH2:1]1[C:9]2[C:4](=[CH:5][CH:6]=[C:7]([C:10](=[O:12])[CH3:11])[CH:8]=2)[CH2:3][CH2:2]1. The catalyst class is: 2. (3) Product: [CH3:7][C:6]1([CH3:8])[CH2:5][C@@H:4]([CH3:10])[CH2:3][C:2](=[O:1])[CH2:9]1. The catalyst class is: 28. Reactant: [O:1]=[C:2]1[CH2:9][C:6]([CH3:8])([CH3:7])[CH2:5][C:4]([CH3:10])=[CH:3]1. (4) Product: [Cl:29][C:30]1[CH:31]=[CH:32][C:33]([C:36]([NH:1][C:2]2[CH:3]=[C:4]3[C:13]([O:12][C:11]4[CH:10]=[CH:9][C:8]([O:16][CH3:17])=[CH:7][C:6]=4[C@@:5]43[CH2:21][O:20][C:19]([NH:22][C:23](=[O:28])[C:24]([F:26])([F:25])[F:27])=[N:18]4)=[CH:14][CH:15]=2)=[O:37])=[N:34][CH:35]=1. The catalyst class is: 606. Reactant: [NH2:1][C:2]1[CH:15]=[CH:14][C:13]2[O:12][C:11]3[C:6](=[CH:7][C:8]([O:16][CH3:17])=[CH:9][CH:10]=3)[C@:5]3([CH2:21][O:20][C:19]([NH:22][C:23](=[O:28])[C:24]([F:27])([F:26])[F:25])=[N:18]3)[C:4]=2[CH:3]=1.[Cl:29][C:30]1[CH:31]=[CH:32][C:33]([C:36](O)=[O:37])=[N:34][CH:35]=1.Cl.CN(C)CCCN=C=NCC.ON1C2C=CC=CC=2N=N1. (5) Reactant: Cl.[F:2][C:3]1[CH:20]=[C:19]([S:21]([CH3:24])(=[O:23])=[O:22])[CH:18]=[CH:17][C:4]=1[CH2:5][O:6][CH2:7][C@H:8]1[CH2:10][C@@H:9]1[CH:11]1[CH2:16][CH2:15][NH:14][CH2:13][CH2:12]1.[C:25](=O)([O:34][C:35]1([CH3:38])[CH2:37][CH2:36]1)[O:26]N1C(=O)CCC1=O.C(N(CC)CC)C. Product: [F:2][C:3]1[CH:20]=[C:19]([S:21]([CH3:24])(=[O:23])=[O:22])[CH:18]=[CH:17][C:4]=1[CH2:5][O:6][CH2:7][C@H:8]1[CH2:10][C@@H:9]1[CH:11]1[CH2:12][CH2:13][N:14]([C:25]([O:34][C:35]2([CH3:38])[CH2:37][CH2:36]2)=[O:26])[CH2:15][CH2:16]1. The catalyst class is: 10. (6) Product: [NH3:11].[CH3:1][O:2][C:3](=[O:32])[CH2:4][O:5][C:6]1[CH:15]=[CH:14][C:13]([F:16])=[C:12]2[C:7]=1[C:8]([O:31][CH:45]([F:47])[F:46])=[C:9]([CH2:19][C:20]1[CH:21]=[CH:22][C:23]([S:26]([CH2:29][CH3:30])(=[O:27])=[O:28])=[CH:24][CH:25]=1)[C:10]([CH2:17][CH3:18])=[N:11]2. The catalyst class is: 775. Reactant: [CH3:1][O:2][C:3](=[O:32])[CH2:4][O:5][C:6]1[CH:15]=[CH:14][C:13]([F:16])=[C:12]2[C:7]=1[C:8](=[O:31])[C:9]([CH2:19][C:20]1[CH:25]=[CH:24][C:23]([S:26]([CH2:29][CH3:30])(=[O:28])=[O:27])=[CH:22][CH:21]=1)=[C:10]([CH2:17][CH3:18])[NH:11]2.CN(C)C=O.C(=O)([O-])[O-].[K+].[K+].Cl[C:45](OC(=O)C)([F:47])[F:46]. (7) Reactant: [H-].[Na+].[I:3][C:4]1[CH:5]=[C:6]([CH:16]=[CH:17][CH:18]=1)[CH2:7]P(=O)(OCC)OCC.[CH:19](=O)[C:20]1[CH:25]=[CH:24][C:23]([O:26][CH3:27])=[CH:22][CH:21]=1.[NH4+].[Cl-]. Product: [I:3][C:4]1[CH:18]=[CH:17][CH:16]=[C:6](/[CH:7]=[CH:19]/[C:20]2[CH:25]=[CH:24][C:23]([O:26][CH3:27])=[CH:22][CH:21]=2)[CH:5]=1. The catalyst class is: 1.